Dataset: Forward reaction prediction with 1.9M reactions from USPTO patents (1976-2016). Task: Predict the product of the given reaction. (1) Given the reactants [N:1]1[CH:6]=[CH:5][CH:4]=[C:3]([C:7]2[CH:12]=[CH:11][CH:10]=[CH:9][C:8]=2[CH2:13]O)[CH:2]=1.S(Cl)(Cl)=O.[N-:19]=[N+:20]=[N-:21].[Na+], predict the reaction product. The product is: [N:19]([CH2:13][C:8]1[CH:9]=[CH:10][CH:11]=[CH:12][C:7]=1[C:3]1[CH:2]=[N:1][CH:6]=[CH:5][CH:4]=1)=[N+:20]=[N-:21]. (2) Given the reactants Br[CH2:2][C:3]1[C:8]([Cl:9])=[CH:7][N:6]=[C:5]([Cl:10])[CH:4]=1.[F:11][C:12]1[CH:13]=[C:14](B(O)O)[CH:15]=[CH:16][CH:17]=1.C(=O)([O-])[O-].[Na+].[Na+], predict the reaction product. The product is: [Cl:10][C:5]1[CH:4]=[C:3]([CH2:2][C:15]2[CH:14]=[CH:13][C:12]([F:11])=[CH:17][CH:16]=2)[C:8]([Cl:9])=[CH:7][N:6]=1.